This data is from Catalyst prediction with 721,799 reactions and 888 catalyst types from USPTO. The task is: Predict which catalyst facilitates the given reaction. (1) Reactant: F[C:2]1[CH:9]=[C:8]([F:10])[CH:7]=[C:6]([F:11])[C:3]=1[C:4]#[N:5].[CH3:12][C:13]1([CH3:21])[O:17][C@H:16]([CH2:18][CH2:19][OH:20])[CH2:15][O:14]1.[H-].[Na+].O. Product: [CH3:12][C:13]1([CH3:21])[O:17][C@H:16]([CH2:18][CH2:19][O:20][C:2]2[CH:9]=[C:8]([F:10])[CH:7]=[C:6]([F:11])[C:3]=2[C:4]#[N:5])[CH2:15][O:14]1. The catalyst class is: 1. (2) Reactant: [OH:1][CH:2]1[CH:8]([NH:9][C:10](=[O:17])[C@@H:11]([NH2:16])[CH2:12][CH:13]([CH3:15])[CH3:14])[CH2:7][CH2:6][CH2:5][N:4]([S:18]([C:21]2[CH:26]=[CH:25][CH:24]=[CH:23][N:22]=2)(=[O:20])=[O:19])[CH2:3]1.C(N(CC)CC)C.[N:34]1[CH:39]=[CH:38][CH:37]=[CH:36][C:35]=1[S:40](Cl)(=[O:42])=[O:41].CO. Product: [OH:1][CH:2]1[CH:8]([NH:9][C:10](=[O:17])[C@@H:11]([NH:16][S:40]([C:35]2[CH:36]=[CH:37][CH:38]=[CH:39][N:34]=2)(=[O:42])=[O:41])[CH2:12][CH:13]([CH3:15])[CH3:14])[CH2:7][CH2:6][CH2:5][N:4]([S:18]([C:21]2[CH:26]=[CH:25][CH:24]=[CH:23][N:22]=2)(=[O:20])=[O:19])[CH2:3]1. The catalyst class is: 4.